This data is from Full USPTO retrosynthesis dataset with 1.9M reactions from patents (1976-2016). The task is: Predict the reactants needed to synthesize the given product. (1) Given the product [CH2:15]([O:17][C:18]1[CH:25]=[CH:24][CH:23]=[C:22]([F:26])[C:19]=1[CH:20]1[N:14]([CH2:13][C:4]2[CH:5]=[CH:6][C:7]([O:8][C:9]([F:11])([F:12])[F:10])=[C:2]([F:1])[CH:3]=2)[C:7](=[O:8])[CH:2]([F:1])[CH2:3]1)[CH3:16], predict the reactants needed to synthesize it. The reactants are: [F:1][C:2]1[CH:3]=[C:4]([CH2:13][NH2:14])[CH:5]=[CH:6][C:7]=1[O:8][C:9]([F:12])([F:11])[F:10].[CH2:15]([O:17][C:18]1[CH:25]=[CH:24][CH:23]=[C:22]([F:26])[C:19]=1[CH:20]=O)[CH3:16]. (2) The reactants are: [C:1]([O:5][C:6]([N:8]1[C:16]2[C:11](=[CH:12][CH:13]=[C:14]([OH:17])[CH:15]=2)[C:10]([NH:18][C:19](=[O:33])[C:20]2[CH:25]=[CH:24][C:23]([N:26]3[CH2:31][CH2:30][N:29]([CH3:32])[CH2:28][CH2:27]3)=[CH:22][CH:21]=2)=[N:9]1)=[O:7])([CH3:4])([CH3:3])[CH3:2].[C:34]1(B(O)O)[CH:39]=[CH:38][CH:37]=[CH:36][CH:35]=1. Given the product [C:1]([O:5][C:6]([N:8]1[C:16]2[C:11](=[CH:12][CH:13]=[C:14]([O:17][C:34]3[CH:39]=[CH:38][CH:37]=[CH:36][CH:35]=3)[CH:15]=2)[C:10]([NH:18][C:19](=[O:33])[C:20]2[CH:25]=[CH:24][C:23]([N:26]3[CH2:31][CH2:30][N:29]([CH3:32])[CH2:28][CH2:27]3)=[CH:22][CH:21]=2)=[N:9]1)=[O:7])([CH3:4])([CH3:3])[CH3:2], predict the reactants needed to synthesize it.